From a dataset of Retrosynthesis with 50K atom-mapped reactions and 10 reaction types from USPTO. Predict the reactants needed to synthesize the given product. (1) Given the product CCCCCCCCCCCCC#CC#CCCCCCCCCC(=O)NCCS(=O)(=O)O, predict the reactants needed to synthesize it. The reactants are: CCCCCCCCCCCCC#CC#CCCCCCCCCC(=O)O.NCCS(=O)(=O)O. (2) Given the product CC1(c2cccc(-c3cc4ccc(Cl)cc4[nH]3)c2)COCC(N)=N1, predict the reactants needed to synthesize it. The reactants are: CC(C)(C)OC(=O)n1c(-c2cccc(C3(C)COCC(N)=N3)c2)cc2ccc(Cl)cc21. (3) The reactants are: Cc1cc(C#CCN2CCN(C)CC2)cc2c1C(=O)N(Cc1ccc(OC(F)(F)F)cc1)C2. Given the product Cc1cc(CCCN2CCN(C)CC2)cc2c1C(=O)N(Cc1ccc(OC(F)(F)F)cc1)C2, predict the reactants needed to synthesize it.